Dataset: Catalyst prediction with 721,799 reactions and 888 catalyst types from USPTO. Task: Predict which catalyst facilitates the given reaction. (1) Reactant: [OH-].[K+].[Br:3][C:4]1[CH:12]=[C:11]2[C:7]([CH:8]=[CH:9][NH:10]2)=[CH:6][CH:5]=1.Br[CH2:14][CH2:15][OH:16].O. Product: [Br:3][C:4]1[CH:12]=[C:11]2[C:7]([CH:8]=[CH:9][N:10]2[CH2:14][CH2:15][OH:16])=[CH:6][CH:5]=1. The catalyst class is: 16. (2) Reactant: [C:1]1([S:7]([NH:10][C:11]2[S:15][C:14]3[CH2:16][CH2:17][CH2:18][CH2:19][C:13]=3[C:12]=2[C:20]([O:22]CC)=[O:21])(=[O:9])=[O:8])[CH:6]=[CH:5][CH:4]=[CH:3][CH:2]=1.Cl. Product: [C:1]1([S:7]([NH:10][C:11]2[S:15][C:14]3[CH2:16][CH2:17][CH2:18][CH2:19][C:13]=3[C:12]=2[C:20]([OH:22])=[O:21])(=[O:8])=[O:9])[CH:2]=[CH:3][CH:4]=[CH:5][CH:6]=1. The catalyst class is: 20.